From a dataset of Catalyst prediction with 721,799 reactions and 888 catalyst types from USPTO. Predict which catalyst facilitates the given reaction. Reactant: [C:1]([C:3]1[CH:8]=[CH:7][C:6]([C@@H:9]2[C:14]([C:15]([O:17]CC=C)=[O:16])=[C:13]([CH3:21])[N:12]([C:22]3[CH:27]=[CH:26][CH:25]=[C:24]([C:28]([F:31])([F:30])[F:29])[CH:23]=3)[C:11](=[O:32])[N:10]2[CH3:33])=[C:5]([S:34]([CH3:37])(=[O:36])=[O:35])[CH:4]=1)#[N:2].N1CCOCC1. Product: [C:1]([C:3]1[CH:8]=[CH:7][C:6]([C@@H:9]2[C:14]([C:15]([OH:17])=[O:16])=[C:13]([CH3:21])[N:12]([C:22]3[CH:27]=[CH:26][CH:25]=[C:24]([C:28]([F:30])([F:31])[F:29])[CH:23]=3)[C:11](=[O:32])[N:10]2[CH3:33])=[C:5]([S:34]([CH3:37])(=[O:35])=[O:36])[CH:4]=1)#[N:2]. The catalyst class is: 176.